This data is from Catalyst prediction with 721,799 reactions and 888 catalyst types from USPTO. The task is: Predict which catalyst facilitates the given reaction. (1) Reactant: C[O:2][C:3]1[CH:8]=[CH:7][C:6]([CH3:9])=[CH:5][C:4]=1[CH3:10].[CH3:11][O:12][CH:13](Cl)Cl.O. Product: [CH3:11][O:12][C:13]1[C:4]([CH3:10])=[CH:5][C:6]([CH3:9])=[CH:7][C:8]=1[CH:3]=[O:2]. The catalyst class is: 642. (2) Reactant: [NH2:1][C:2]1[N:7]=[CH:6][N:5]=[C:4]2[N:8]([CH2:16][C:17]([N:19]3[CH2:24][CH2:23][N:22]([C:25]4[CH:30]=[CH:29][C:28]([Cl:31])=[C:27]([O:32][CH3:33])[CH:26]=4)[CH2:21][CH2:20]3)=[O:18])[N:9]=[C:10]([C:11]3[NH:12][CH:13]=[CH:14][N:15]=3)[C:3]=12.O.[ClH:35]. Product: [ClH:31].[ClH:35].[NH2:1][C:2]1[N:7]=[CH:6][N:5]=[C:4]2[N:8]([CH2:16][C:17]([N:19]3[CH2:20][CH2:21][N:22]([C:25]4[CH:30]=[CH:29][C:28]([Cl:31])=[C:27]([O:32][CH3:33])[CH:26]=4)[CH2:23][CH2:24]3)=[O:18])[N:9]=[C:10]([C:11]3[NH:15][CH:14]=[CH:13][N:12]=3)[C:3]=12. The catalyst class is: 21. (3) Reactant: [F:1][C:2]1[CH:19]=[CH:18][C:5](/[CH:6]=[N:7]/[C:8]2[CH:16]=[CH:15][CH:14]=[C:13]3[C:9]=2[CH2:10][O:11][C:12]3=[O:17])=[CH:4][CH:3]=1.[CH3:20][N:21]1[CH:25]=[C:24]([CH:26]=O)[N:23]=[N:22]1.[CH2:28]([O-:30])[CH3:29].[Na+].C(O)C. Product: [F:1][C:2]1[CH:3]=[CH:4][C:5]([CH:6]2[CH:26]([C:24]3[N:23]=[N:22][N:21]([CH3:20])[CH:25]=3)[C:28](=[O:30])[C:29]3[C:13]([C:12]([O:11][CH2:10][CH3:9])=[O:17])=[CH:14][CH:15]=[CH:16][C:8]=3[NH:7]2)=[CH:18][CH:19]=1. The catalyst class is: 567. (4) Reactant: [F:1][C:2]1[C:9]([F:10])=[CH:8][CH:7]=[CH:6][C:3]=1[CH:4]=O.[CH3:11][C:12]1(C)[O:17]C(=O)CC(=O)O1.C([O-])(=O)C.[NH4+:25].O=[C:27]([CH3:33])[CH2:28][C:29]([O:31][CH3:32])=[O:30]. Product: [F:1][C:2]1[C:9]([F:10])=[CH:8][CH:7]=[CH:6][C:3]=1[CH:4]1[CH2:11][C:12](=[O:17])[NH:25][C:27]([CH3:33])=[C:28]1[C:29]([O:31][CH3:32])=[O:30]. The catalyst class is: 211. (5) Reactant: N1CCC[C@H]1C(O)=O.[N:9]1[C:18]2[C:13](=[CH:14][C:15]([CH2:19][CH2:20][CH:21]=[O:22])=[CH:16][CH:17]=2)[CH:12]=[CH:11][CH:10]=1.[Cl:23]N1C(=O)CCC1=O. Product: [Cl:23][CH:20]([CH2:19][C:15]1[CH:14]=[C:13]2[C:18](=[CH:17][CH:16]=1)[N:9]=[CH:10][CH:11]=[CH:12]2)[CH:21]=[O:22]. The catalyst class is: 22. (6) Reactant: [Cl:1][C:2]1[CH:3]=[C:4]([CH:6]=[CH:7][C:8]=1[O:9][C:10]1[C:19]2[C:14](=[CH:15][C:16]([O:22][CH3:23])=[C:17]([O:20][CH3:21])[CH:18]=2)[N:13]=[CH:12][CH:11]=1)[NH2:5].C(N(CC)C(C)C)(C)C.ClC(Cl)(O[C:37](=[O:43])OC(Cl)(Cl)Cl)Cl.[NH:45]1[C:49]([NH2:50])=[CH:48][CH:47]=[N:46]1.C(=O)([O-])O.[Na+]. Product: [Cl:1][C:2]1[CH:3]=[C:4]([NH:5][C:37]([NH:50][C:49]2[NH:45][N:46]=[CH:47][CH:48]=2)=[O:43])[CH:6]=[CH:7][C:8]=1[O:9][C:10]1[C:19]2[C:14](=[CH:15][C:16]([O:22][CH3:23])=[C:17]([O:20][CH3:21])[CH:18]=2)[N:13]=[CH:12][CH:11]=1. The catalyst class is: 159. (7) The catalyst class is: 2. Product: [CH3:1][C:2]1[N:3]=[CH:4][N:5]([CH2:17][C:18]([O:20][CH2:21][CH3:22])=[O:19])[CH:6]=1.[CH3:1][C:2]1[N:3]([CH2:17][C:18]([O:20][CH2:21][CH3:22])=[O:19])[CH:4]=[N:5][CH:6]=1. Reactant: [CH3:1][C:2]1[N:3]=[CH:4][NH:5][CH:6]=1.C(=O)([O-])[O-].[K+].[K+].[OH-].[K+].[Cl-].Br[CH2:17][C:18]([O:20][CH2:21][CH3:22])=[O:19]. (8) Reactant: [Li]CCCC.[CH3:6][C:7]1([CH3:15])[CH2:12][CH2:11][CH2:10][C:9]([CH3:14])([CH3:13])[NH:8]1.[Cl:16][C:17]1[C:21](Cl)=[N:20][S:19][N:18]=1.O. Product: [Cl:16][C:17](=[N:18][S:19][N:8]1[C:9]([CH3:14])([CH3:13])[CH2:10][CH2:11][CH2:12][C:7]1([CH3:15])[CH3:6])[C:21]#[N:20]. The catalyst class is: 310. (9) Reactant: [C:1]([O:5][C:6]([NH:8][C:9]1([C:15]([OH:17])=O)[CH2:14][CH2:13][CH2:12][CH2:11][CH2:10]1)=[O:7])([CH3:4])([CH3:3])[CH3:2].[CH2:18]([NH2:25])[C:19]1[CH:24]=[CH:23][CH:22]=[CH:21][CH:20]=1.CN(C(ON1N=NC2C=CC=NC1=2)=[N+](C)C)C.F[P-](F)(F)(F)(F)F. Product: [CH2:18]([NH:25][C:15]([C:9]1([NH:8][C:6](=[O:7])[O:5][C:1]([CH3:2])([CH3:3])[CH3:4])[CH2:10][CH2:11][CH2:12][CH2:13][CH2:14]1)=[O:17])[C:19]1[CH:24]=[CH:23][CH:22]=[CH:21][CH:20]=1. The catalyst class is: 2. (10) Product: [Br:12][C:11]1[C:10]([Br:13])=[C:9]([Br:14])[S:8][C:7]=1[C:5](=[O:6])[C:4]([OH:15])=[O:3]. Reactant: C([O:3][C:4](=[O:15])[C:5]([C:7]1[S:8][C:9]([Br:14])=[C:10]([Br:13])[C:11]=1[Br:12])=[O:6])C.Cl. The catalyst class is: 95.